From a dataset of Forward reaction prediction with 1.9M reactions from USPTO patents (1976-2016). Predict the product of the given reaction. (1) Given the reactants [NH2:1][C:2]([NH2:4])=[O:3].N[C:6]1[C:14]([CH3:15])=[CH:13][C:12]([Br:16])=[CH:11][C:7]=1[C:8](O)=[O:9], predict the reaction product. The product is: [Br:16][C:12]1[CH:11]=[C:7]2[C:6](=[C:14]([CH3:15])[CH:13]=1)[NH:4][C:2](=[O:3])[NH:1][C:8]2=[O:9]. (2) Given the reactants [NH:1]1[C:9]2[C:4](=[CH:5][CH:6]=[CH:7][CH:8]=2)[C:3](/[CH:10]=[CH:11]/[C:12]2[CH:20]=[CH:19][CH:18]=[CH:17][C:13]=2[C:14]([OH:16])=O)=[N:2]1.CN1CCOCC1.[NH2:28][C:29]1[S:30][CH:31]=[CH:32][N:33]=1.C(Cl)CCl.O.ON1C2C=CC=CC=2N=N1, predict the reaction product. The product is: [NH:1]1[C:9]2[C:4](=[CH:5][CH:6]=[CH:7][CH:8]=2)[C:3](/[CH:10]=[CH:11]/[C:12]2[CH:20]=[CH:19][CH:18]=[CH:17][C:13]=2[C:14]([NH:28][C:29]2[S:30][CH:31]=[CH:32][N:33]=2)=[O:16])=[N:2]1.